Dataset: Forward reaction prediction with 1.9M reactions from USPTO patents (1976-2016). Task: Predict the product of the given reaction. (1) Given the reactants [F:1][C:2]1[CH:7]=[CH:6][C:5]([F:8])=[CH:4][C:3]=1[CH:9]([S:20]([C:23]1[CH:28]=[CH:27][C:26]([F:29])=[CH:25][CH:24]=1)(=[O:22])=[O:21])[C:10]1[C:11]([CH3:19])=[CH:12][C:13]([C:16](O)=[O:17])=[N:14][CH:15]=1.[NH:30]1[CH2:35][CH2:34][O:33][CH2:32][CH2:31]1.ON1C2C=CC=CC=2N=N1.Cl.C(N=C=NCCCN(C)C)C.CN1CCOCC1, predict the reaction product. The product is: [F:1][C:2]1[CH:7]=[CH:6][C:5]([F:8])=[CH:4][C:3]=1[CH:9]([S:20]([C:23]1[CH:28]=[CH:27][C:26]([F:29])=[CH:25][CH:24]=1)(=[O:22])=[O:21])[C:10]1[C:11]([CH3:19])=[CH:12][C:13]([C:16]([N:30]2[CH2:35][CH2:34][O:33][CH2:32][CH2:31]2)=[O:17])=[N:14][CH:15]=1. (2) Given the reactants O[CH:2]([CH2:8][CH2:9][CH2:10][CH3:11])[C:3]([O:5]CC)=[O:4].[F:12][C:13]1[CH:18]=[CH:17][C:16]([OH:19])=[CH:15][CH:14]=1.[NH2:20][C:21]1[S:22][CH:23]=[CH:24][N:25]=1, predict the reaction product. The product is: [F:12][C:13]1[CH:18]=[CH:17][C:16]([O:19][CH:2]([CH2:8][CH2:9][CH2:10][CH3:11])[C:3]([OH:5])=[O:4])=[CH:15][CH:14]=1.[F:12][C:13]1[CH:18]=[CH:17][C:16]([O:19][CH:2]([CH2:8][CH2:9][CH2:10][CH3:11])[C:3]([NH:20][C:21]2[S:22][CH:23]=[CH:24][N:25]=2)=[O:5])=[CH:15][CH:14]=1.